This data is from Reaction yield outcomes from USPTO patents with 853,638 reactions. The task is: Predict the reaction yield, written as a fraction of the theoretical maximum amount of product (1.0 means a 100% yield; for example, 0.34 means a 34% yield). (1) The reactants are [Br:1][C:2]1[CH:3]=[C:4]([C:8]2([C:15]3[CH:20]=[CH:19][N:18]=[CH:17][CH:16]=3)[C:12](=S)S[C:10](=[S:14])[NH:9]2)[CH:5]=[CH:6][CH:7]=1.[NH2:21][CH2:22][CH2:23][CH2:24][NH2:25].CO. The catalyst is C(O)C. The product is [Br:1][C:2]1[CH:3]=[C:4]([C:8]2([C:15]3[CH:20]=[CH:19][N:18]=[CH:17][CH:16]=3)[C:12]3=[N:25][CH2:24][CH2:23][CH2:22][N:21]3[C:10](=[S:14])[NH:9]2)[CH:5]=[CH:6][CH:7]=1. The yield is 0.790. (2) The reactants are C([O:3][C:4]([C:6]12[CH2:23][CH:22]1[CH:21]=[CH:20][CH2:19][CH2:18][CH2:17][CH2:16][N:15]([CH3:24])[C:14](=[O:25])[CH:13]1[CH:9]([CH2:10][CH:11]([O:26][C:27]3[C:36]4[C:31](=[C:32]([CH3:39])[C:33]([O:37][CH3:38])=[CH:34][CH:35]=4)[N:30]=[C:29]([C:40]4[CH:45]=[CH:44][CH:43]=[C:42]([F:46])[CH:41]=4)[N:28]=3)[CH2:12]1)[C:8](=[O:47])[NH:7]2)=[O:5])C.[Li+].[OH-]. The catalyst is C1COCC1.CO.O. The product is [F:46][C:42]1[CH:41]=[C:40]([C:29]2[N:28]=[C:27]([O:26][CH:11]3[CH2:10][CH:9]4[CH:13]([C:14](=[O:25])[N:15]([CH3:24])[CH2:16][CH2:17][CH2:18][CH2:19][CH:20]=[CH:21][CH:22]5[C:6]([C:4]([OH:5])=[O:3])([NH:7][C:8]4=[O:47])[CH2:23]5)[CH2:12]3)[C:36]3[C:31](=[C:32]([CH3:39])[C:33]([O:37][CH3:38])=[CH:34][CH:35]=3)[N:30]=2)[CH:45]=[CH:44][CH:43]=1. The yield is 0.820. (3) The catalyst is CO. The reactants are C1([O:7][C:8](=[O:16])[C@@:9]2([C:12]([F:15])([F:14])[F:13])[O:11][CH2:10]2)C=CC=CC=1.O.[OH-].[Na+]. The yield is 0.870. The product is [O:11]1[CH2:10][C@@:9]1([C:12]([F:15])([F:14])[F:13])[C:8]([OH:16])=[O:7]. (4) The reactants are [C:1]12[C:7](=[CH:8][CH:9]=[CH:10][CH:11]=1)[NH:6]C(=O)[O:4][C:2]2=O.C([N:15](CC)CC)C.C[CH2:21][OH:22].O. No catalyst specified. The product is [NH2:6][C:7]1[CH:8]=[CH:9][CH:10]=[CH:11][C:1]=1[C:2]([NH:15][O:22][CH3:21])=[O:4]. The yield is 0.490. (5) The reactants are N[CH2:2][C:3]([C:6]1[NH:7][C:8]2[C:13]([CH:14]=1)=[CH:12][C:11]([NH:15][C:16]([C:18]1([C:21]3[CH:29]=[CH:28][C:24]4[O:25][CH2:26][O:27][C:23]=4[CH:22]=3)[CH2:20][CH2:19]1)=[O:17])=[CH:10][CH:9]=2)(C)[CH3:4].C(=O)([O-])[O-].[K+].[K+].IC.O.[CH3:39][N:40]([CH:42]=O)[CH3:41]. No catalyst specified. The product is [O:25]1[C:24]2[CH:28]=[CH:29][C:21]([C:18]3([C:16]([NH:15][C:11]4[CH:12]=[C:13]5[C:8](=[CH:9][CH:10]=4)[NH:7][C:6]([C:3]([CH3:4])([CH3:2])[CH2:42][N:40]([CH3:39])[CH3:41])=[CH:14]5)=[O:17])[CH2:20][CH2:19]3)=[CH:22][C:23]=2[O:27][CH2:26]1. The yield is 0.330.